Dataset: Full USPTO retrosynthesis dataset with 1.9M reactions from patents (1976-2016). Task: Predict the reactants needed to synthesize the given product. (1) The reactants are: Cl[C:2]1[CH:7]=[CH:6][N:5]=[C:4]([C:8]([O:10][CH2:11][CH3:12])=[O:9])[CH:3]=1.[F:13][C:14]1[CH:15]=[C:16]([OH:23])[CH:17]=[CH:18][C:19]=1[N+:20]([O-:22])=[O:21].ClC1C=CC=CC=1.C(=O)([O-])[O-].[Na+].[Na+]. Given the product [F:13][C:14]1[CH:15]=[C:16]([CH:17]=[CH:18][C:19]=1[N+:20]([O-:22])=[O:21])[O:23][C:2]1[CH:7]=[CH:6][N:5]=[C:4]([C:8]([O:10][CH2:11][CH3:12])=[O:9])[CH:3]=1, predict the reactants needed to synthesize it. (2) Given the product [F:45][C:44]([F:47])([F:46])[C:43]1[CH:42]=[CH:41][C:23]2[CH2:24][CH2:25][N:20]([C:1]([C:14]3[CH:19]=[CH:18][CH:17]=[CH:16][CH:15]=3)([C:8]3[CH:13]=[CH:12][CH:11]=[CH:10][CH:9]=3)[C:2]3[CH:7]=[CH:6][CH:5]=[CH:4][CH:3]=3)[CH2:21][C:22]=2[N:33]=1, predict the reactants needed to synthesize it. The reactants are: [C:1]([N:20]1[CH2:25][CH2:24][CH2:23][C:22](=O)[CH2:21]1)([C:14]1[CH:19]=[CH:18][CH:17]=[CH:16][CH:15]=1)([C:8]1[CH:13]=[CH:12][CH:11]=[CH:10][CH:9]=1)[C:2]1[CH:7]=[CH:6][CH:5]=[CH:4][CH:3]=1.S([O-])([O-])(=O)=O.[Mg+2].[NH:33]1CCCC1.C(O[CH:41]=[CH:42][C:43](=O)[C:44]([F:47])([F:46])[F:45])C.C([O-])(=O)C.[NH4+]. (3) Given the product [NH2:17][C:18]1[N:19]=[C:2]([NH:1][C:4]2[CH:5]=[CH:6][C:7]([N:10]3[CH2:11][CH2:12][N:13]([CH3:16])[CH2:14][CH2:15]3)=[CH:8][CH:9]=2)[S:3][C:27]=1[C:28]([C:30]1[CH:35]=[CH:34][CH:33]=[C:32]([S:36][CH3:37])[CH:31]=1)=[O:29], predict the reactants needed to synthesize it. The reactants are: [N:1]([C:4]1[CH:9]=[CH:8][C:7]([N:10]2[CH2:15][CH2:14][N:13]([CH3:16])[CH2:12][CH2:11]2)=[CH:6][CH:5]=1)=[C:2]=[S:3].[N:17]#[C:18][NH2:19].CC(C)([O-])C.[K+].Br[CH2:27][C:28]([C:30]1[CH:35]=[CH:34][CH:33]=[C:32]([S:36][CH3:37])[CH:31]=1)=[O:29].